From a dataset of Forward reaction prediction with 1.9M reactions from USPTO patents (1976-2016). Predict the product of the given reaction. (1) Given the reactants [Br:1][C:2]1[CH:3]=[C:4]([CH:9]=[C:10]([CH:12]=O)[CH:11]=1)[C:5]([O:7][CH3:8])=[O:6].BrC1C=C(C(OC)=O)C=C(C=1)C(OC)=O.[CH3:29][NH:30][CH3:31].O1CCCC1.C(O[BH-](OC(=O)C)OC(=O)C)(=O)C.[Na+].C(=O)(O)[O-].[Na+], predict the reaction product. The product is: [Br:1][C:2]1[CH:3]=[C:4]([CH:9]=[C:10]([CH2:12][N:30]([CH3:31])[CH3:29])[CH:11]=1)[C:5]([O:7][CH3:8])=[O:6]. (2) Given the reactants [CH3:1][C@@H:2]1[CH2:7][NH:6][C@@H:5]([CH3:8])[CH2:4][N:3]1[CH2:9][C:10]1[CH:15]=[CH:14][CH:13]=[CH:12]C=1.C([N:18](CC)CC)C.FC1C=CC=CC=1[N+]([O-])=O, predict the reaction product. The product is: [CH3:1][C@H:2]1[CH2:7][NH:6][C@H:5]([CH3:8])[CH2:4][N:3]1[C:9]1[CH:12]=[CH:13][CH:14]=[CH:15][C:10]=1[NH2:18]. (3) Given the reactants [C:1]([O:4][C@H:5]1[CH2:22][CH2:21][C@@:20]2([CH3:23])[C:7](=[CH:8][CH2:9][C@@H:10]3[C@@H:19]2[CH2:18][CH2:17][C@@:15]2([CH3:16])[C@H:11]3[CH2:12][C:13]([CH:25]=[O:26])=[C:14]2Cl)[CH2:6]1)(=[O:3])[CH3:2].[NH:27]1[CH:31]=[CH:30][N:29]=[N:28]1.C([O-])([O-])=O.[K+].[K+], predict the reaction product. The product is: [C:1]([O:4][C@H:5]1[CH2:22][CH2:21][C@@:20]2([CH3:23])[C:7](=[CH:8][CH2:9][C@@H:10]3[C@@H:19]2[CH2:18][CH2:17][C@@:15]2([CH3:16])[C@H:11]3[CH2:12][C:13]([CH:25]=[O:26])=[C:14]2[N:28]2[N:29]=[CH:30][CH:31]=[N:27]2)[CH2:6]1)(=[O:3])[CH3:2].